From a dataset of Forward reaction prediction with 1.9M reactions from USPTO patents (1976-2016). Predict the product of the given reaction. (1) Given the reactants [NH2:1][C:2]1[C:3]([C:25]([NH2:27])=[O:26])=[N:4][C:5]([NH:17][C:18]2[CH:23]=[CH:22][CH:21]=[C:20]([OH:24])[CH:19]=2)=[N:6][C:7]=1[NH:8][C:9]1[CH:14]=[CH:13][CH:12]=[CH:11][C:10]=1[O:15][CH3:16].N[C:29]1C(C(OCC)=O)=NC(NC2C=CC=C(O)C=2)=NC=1NC1C=CC=CC=1OC.N, predict the reaction product. The product is: [OH:24][C:20]1[CH:19]=[C:18]([NH:17][C:5]2[N:6]=[C:7]3[C:2]([N:1]=[CH:29][N:8]3[C:9]3[CH:14]=[CH:13][CH:12]=[CH:11][C:10]=3[O:15][CH3:16])=[C:3]([C:25]([NH2:27])=[O:26])[N:4]=2)[CH:23]=[CH:22][CH:21]=1. (2) Given the reactants [N+:1]([C:4]1[CH:9]=[CH:8][C:7]([C:10]2[N:11]=[C:12]([NH2:15])[NH:13][CH:14]=2)=[CH:6][CH:5]=1)([O-:3])=[O:2].[CH3:16][O:17][C:18]1[CH:25]=[CH:24][CH:23]=[CH:22][C:19]=1[CH2:20]Cl.C([O-])([O-])=O.[Cs+].[Cs+].[Cl-].[Na+], predict the reaction product. The product is: [CH3:16][O:17][C:18]1[CH:25]=[CH:24][CH:23]=[CH:22][C:19]=1[CH2:20][N:13]1[CH:14]=[C:10]([C:7]2[CH:6]=[CH:5][C:4]([N+:1]([O-:3])=[O:2])=[CH:9][CH:8]=2)[N:11]=[C:12]1[NH2:15]. (3) The product is: [C:1]([CH2:2][C:22]([C@H:21]1[CH2:25][CH2:26][CH2:27][NH:20]1)=[O:23])#[N:3].[CH:17]([O:16][CH2:9][C:10]1[CH:15]=[CH:14][CH:13]=[CH:12][CH:11]=1)=[O:18]. Given the reactants [C:1](#[N:3])[CH3:2].C([Li])CCC.[CH2:9]([O:16][C:17](C[N:20]1[CH2:27][CH2:26][CH2:25][C@@H:21]1[C:22]([O-])=[O:23])=[O:18])[C:10]1[CH:15]=[CH:14][CH:13]=[CH:12][CH:11]=1.Cl, predict the reaction product. (4) Given the reactants [S:1]([N:11]1[C:19]2[CH:18]=[CH:17][CH:16]=[C:15]([CH:20]=[N:21]O)[C:14]=2[CH:13]=[CH:12]1)([C:4]1[CH:10]=[CH:9][C:7]([CH3:8])=[CH:6][CH:5]=1)(=[O:3])=[O:2].[NH4+].[Cl-], predict the reaction product. The product is: [S:1]([N:11]1[C:19]2[C:14](=[C:15]([CH2:20][NH2:21])[CH:16]=[CH:17][CH:18]=2)[CH:13]=[CH:12]1)([C:4]1[CH:5]=[CH:6][C:7]([CH3:8])=[CH:9][CH:10]=1)(=[O:2])=[O:3]. (5) Given the reactants [Br:1]Br.[CH3:3][N:4]1[CH2:9][CH2:8][C:7](=[C:10]2[C:19]3[CH:20]=[CH:21][CH:22]=[CH:23][C:18]=3[O:17][CH2:16][C:15]3[CH:14]=[CH:13][S:12][C:11]2=3)[CH2:6][CH2:5]1.C(=O)([O-])O.[Na+], predict the reaction product. The product is: [Br:1][C:13]1[S:12][C:11]2[C:10](=[C:7]3[CH2:8][CH2:9][N:4]([CH3:3])[CH2:5][CH2:6]3)[C:19]3[CH:20]=[CH:21][CH:22]=[CH:23][C:18]=3[O:17][CH2:16][C:15]=2[CH:14]=1. (6) Given the reactants [C:1](OC(C)(CCCC(=O)C1C=CC=CC=1)CCC=C(C)C)(=[O:3])[CH3:2].O(CC(OCCCCC(=O)C1C=CC=CC=1)=O)C1C=CC=CC=1.[CH2:47]([O:57][CH2:58][CH2:59][CH2:60][C:61]([C:63]1[CH:68]=[CH:67][C:66]([O:69][CH3:70])=[CH:65][CH:64]=1)=[O:62])[CH2:48][CH2:49][CH2:50][CH2:51][CH2:52][CH2:53][CH2:54][CH2:55][CH3:56], predict the reaction product. The product is: [CH2:47]([O:57][CH2:58][CH2:59][CH2:60][C:61]1([C:63]2[CH:68]=[CH:67][C:66]([O:69][CH3:70])=[CH:65][CH:64]=2)[O:3][CH2:1][CH2:2][O:62]1)[CH2:48][CH2:49][CH2:50][CH2:51][CH2:52][CH2:53][CH2:54][CH2:55][CH3:56]. (7) Given the reactants [Br:1][C:2]1[CH:7]=[CH:6][C:5]([C:8]2[N:9]=[C:10](O)[C:11]3[O:16][CH2:15][C:14]([CH3:18])([CH3:17])[C:12]=3[N:13]=2)=[CH:4][CH:3]=1.P(Cl)(Cl)([Cl:22])=O.C(=O)([O-])[O-].[Na+].[Na+], predict the reaction product. The product is: [Br:1][C:2]1[CH:7]=[CH:6][C:5]([C:8]2[N:9]=[C:10]([Cl:22])[C:11]3[O:16][CH2:15][C:14]([CH3:18])([CH3:17])[C:12]=3[N:13]=2)=[CH:4][CH:3]=1.